This data is from Forward reaction prediction with 1.9M reactions from USPTO patents (1976-2016). The task is: Predict the product of the given reaction. Given the reactants Cl.[NH2:2][C:3]1([CH2:11][CH2:12][CH2:13][CH2:14][NH:15][C:16](=[O:25])[O:17][CH2:18][C:19]2[CH:24]=[CH:23][CH:22]=[CH:21][CH:20]=2)[CH2:8][CH2:7][C:6](=[O:9])[NH:5][C:4]1=[O:10].[N+:26]([C:29]1[CH:39]=[CH:38][CH:37]=[C:31]2[C:32]([O:34][C:35](=O)[C:30]=12)=[O:33])([O-:28])=[O:27].C([O-])(=O)C.[Na+].C(=O)(O)[O-].[Na+], predict the reaction product. The product is: [N+:26]([C:29]1[CH:39]=[CH:38][CH:37]=[C:31]2[C:30]=1[C:35](=[O:34])[N:2]([C:3]1([CH2:11][CH2:12][CH2:13][CH2:14][NH:15][C:16](=[O:25])[O:17][CH2:18][C:19]3[CH:20]=[CH:21][CH:22]=[CH:23][CH:24]=3)[CH2:8][CH2:7][C:6](=[O:9])[NH:5][C:4]1=[O:10])[C:32]2=[O:33])([O-:28])=[O:27].